Dataset: Full USPTO retrosynthesis dataset with 1.9M reactions from patents (1976-2016). Task: Predict the reactants needed to synthesize the given product. (1) Given the product [Cl:17][C:18]1[CH:19]=[C:20]([C:24]2[CH:25]=[CH:26][C:27]3[C:33]([F:35])([F:34])[CH2:32][CH2:31][CH2:30][N:29]([C:8]([NH:7][C:4]4[CH:5]=[CH:6][N:1]=[CH:2][N:3]=4)=[O:16])[C:28]=3[N:36]=2)[CH:21]=[CH:22][CH:23]=1, predict the reactants needed to synthesize it. The reactants are: [N:1]1[CH:6]=[CH:5][C:4]([NH:7][C:8](=[O:16])OC2C=CC=CC=2)=[N:3][CH:2]=1.[Cl:17][C:18]1[CH:19]=[C:20]([C:24]2[CH:25]=[CH:26][C:27]3[C:33]([F:35])([F:34])[CH2:32][CH2:31][CH2:30][NH:29][C:28]=3[N:36]=2)[CH:21]=[CH:22][CH:23]=1. (2) The reactants are: F[C:2]1[CH:3]=[CH:4][C:5]([O:18][CH3:19])=[C:6]([CH:8]([OH:17])[C:9]#[C:10][C:11]2[CH:16]=[CH:15][CH:14]=[CH:13][CH:12]=2)[CH:7]=1.[Br:20]C1C(OC)=C(C=CC=1)C=O. Given the product [Br:20][C:4]1[C:5]([O:18][CH3:19])=[C:6]([CH:8]([OH:17])[C:9]#[C:10][C:11]2[CH:16]=[CH:15][CH:14]=[CH:13][CH:12]=2)[CH:7]=[CH:2][CH:3]=1, predict the reactants needed to synthesize it. (3) The reactants are: [O:1]1[CH:5]=[C:4]([C:6]2[C:10]3[CH2:11][N:12](C(OC(C)(C)C)=O)[CH2:13][CH2:14][C:9]=3[NH:8][N:7]=2)[N:3]=[CH:2]1.Cl.O1CCOCC1. Given the product [NH:8]1[C:9]2[CH2:14][CH2:13][NH:12][CH2:11][C:10]=2[C:6]([C:4]2[N:3]=[CH:2][O:1][CH:5]=2)=[N:7]1, predict the reactants needed to synthesize it. (4) Given the product [OH:21][C@@H:19]([C:8]1[N:7]([C@H:4]2[CH2:5][CH2:6][N:2]([CH2:34][CH2:33][CH2:32][C:31]#[N:35])[CH2:3]2)[C:11]2=[C:12]3[S:18][CH:17]=[CH:16][C:13]3=[N:14][CH:15]=[C:10]2[N:9]=1)[CH3:20], predict the reactants needed to synthesize it. The reactants are: Cl.[NH:2]1[CH2:6][CH2:5][C@H:4]([N:7]2[C:11]3=[C:12]4[S:18][CH:17]=[CH:16][C:13]4=[N:14][CH:15]=[C:10]3[N:9]=[C:8]2[C@H:19]([OH:21])[CH3:20])[CH2:3]1.C(N(CC)C(C)C)(C)C.[C:31](#[N:35])[CH2:32][CH2:33][CH3:34]. (5) Given the product [Cl:13][C:14]1[CH:19]=[CH:18][CH:17]=[CH:16][C:15]=1[S:20]([N:2]([CH3:1])[CH2:3][CH2:4][C:5]#[C:6][C:7]1[CH:12]=[CH:11][CH:10]=[CH:9][N:8]=1)(=[O:22])=[O:21], predict the reactants needed to synthesize it. The reactants are: [CH3:1][NH:2][CH2:3][CH2:4][C:5]#[C:6][C:7]1[CH:12]=[CH:11][CH:10]=[CH:9][N:8]=1.[Cl:13][C:14]1[CH:19]=[CH:18][CH:17]=[CH:16][C:15]=1[S:20](Cl)(=[O:22])=[O:21]. (6) Given the product [F:18][C:15]1[CH:14]=[C:7]([CH:6]=[CH:5][C:4]=1[CH2:3][C:2]([C:44]1[CH:45]=[CH:46][C:47]([OH:48])=[C:42]([F:41])[C:43]=1[OH:50])=[O:17])[C:8]([OH:10])=[O:9].[F:16][C:22]1[CH:23]=[C:24]([CH:19]=[CH:20][C:21]=1[CH2:31][C:32]([C:44]1[CH:45]=[CH:46][C:47]([O:48][CH3:49])=[C:42]([F:41])[C:43]=1[OH:50])=[O:34])[C:25]([O:27][CH:28]([CH3:29])[CH3:30])=[O:26], predict the reactants needed to synthesize it. The reactants are: Cl[C:2](=[O:17])[CH2:3][C:4]1[CH:15]=[CH:14][C:7]([C:8]([O:10]C(C)C)=[O:9])=[C:6]([F:16])[CH:5]=1.[F:18][C:19]1[CH:20]=[C:21]([CH2:31][C:32]([OH:34])=O)[CH:22]=[CH:23][C:24]=1[C:25]([O:27][CH:28]([CH3:30])[CH3:29])=[O:26].OCl.[Al+3].[Cl-].[Cl-].[Cl-].[F:41][C:42]1[C:47]([O:48][CH3:49])=[CH:46][CH:45]=[CH:44][C:43]=1[O:50]C.